From a dataset of Catalyst prediction with 721,799 reactions and 888 catalyst types from USPTO. Predict which catalyst facilitates the given reaction. (1) Reactant: [H-].[H-].[H-].[H-].[Li+].[Al+3].[Cl:7][C:8]1[CH:13]=[CH:12][C:11]([CH:14]2[NH:17][C:16](=O)[CH2:15]2)=[C:10]([CH2:19][O:20][Si](C(C)C)(C(C)C)C(C)C)[CH:9]=1.Cl. Product: [ClH:7].[NH:17]1[CH2:16][CH2:15][CH:14]1[C:11]1[CH:12]=[CH:13][C:8]([Cl:7])=[CH:9][C:10]=1[CH2:19][OH:20]. The catalyst class is: 28. (2) Reactant: Cl.[NH2:2][C:3]1[CH:8]=[C:7]([N:9]2[CH2:18][CH2:17][C:12]3(OCC[O:13]3)[CH2:11][CH2:10]2)[CH:6]=[CH:5][N:4]=1.C(=O)(O)[O-].[Na+]. Product: [NH2:2][C:3]1[CH:8]=[C:7]([N:9]2[CH2:18][CH2:17][C:12](=[O:13])[CH2:11][CH2:10]2)[CH:6]=[CH:5][N:4]=1. The catalyst class is: 21.